From a dataset of Forward reaction prediction with 1.9M reactions from USPTO patents (1976-2016). Predict the product of the given reaction. (1) Given the reactants CNC1C(C(OC)=O)=NC=C(C2C=CC=CC=2)N=1.[NH2:19][C:20]1[C:21]([C:32]([O:34][CH3:35])=[O:33])=[N:22][CH:23]=[C:24]([C:26]2[CH:31]=[CH:30][CH:29]=[CH:28][CH:27]=2)[N:25]=1.CCN(C(C)C)C(C)C.[F:45][C:46]([F:57])([F:56])[C:47](O[C:47](=[O:48])[C:46]([F:57])([F:56])[F:45])=[O:48], predict the reaction product. The product is: [C:26]1([C:24]2[N:25]=[C:20]([NH:19][C:47](=[O:48])[C:46]([F:57])([F:56])[F:45])[C:21]([C:32]([O:34][CH3:35])=[O:33])=[N:22][CH:23]=2)[CH:31]=[CH:30][CH:29]=[CH:28][CH:27]=1. (2) Given the reactants C1C(=O)N([Br:8])C(=O)C1.[CH3:9][C:10]1[CH:24]=[CH:23][CH:22]=[CH:21][C:11]=1[CH2:12][O:13][C:14]1[CH:19]=[CH:18][CH:17]=[CH:16][C:15]=1[CH3:20], predict the reaction product. The product is: [CH3:9][C:10]1[CH:24]=[CH:23][CH:22]=[CH:21][C:11]=1[CH2:12][O:13][C:14]1[CH:19]=[CH:18][C:17]([Br:8])=[CH:16][C:15]=1[CH3:20]. (3) Given the reactants [C:1]([NH:5][CH:6]1[CH2:9][N:8]([CH:10]2[CH2:13][N:12](C(OC(C)(C)C)=O)[CH2:11]2)[CH2:7]1)(=[O:4])[CH:2]=[CH2:3].[ClH:21].CO, predict the reaction product. The product is: [ClH:21].[NH:12]1[CH2:11][CH:10]([N:8]2[CH2:9][CH:6]([NH:5][C:1](=[O:4])[CH:2]=[CH2:3])[CH2:7]2)[CH2:13]1.